This data is from Full USPTO retrosynthesis dataset with 1.9M reactions from patents (1976-2016). The task is: Predict the reactants needed to synthesize the given product. Given the product [CH3:14][C:11]([CH3:13])([O:10][C:8](=[O:9])[N:2]([CH3:1])[O:3][CH2:4][CH:5]([CH3:6])[O:7][C:15](=[O:21])[CH2:16][CH2:17][C:18]([OH:20])=[O:19])[CH3:12], predict the reactants needed to synthesize it. The reactants are: [CH3:1][N:2]([C:8]([O:10][C:11]([CH3:14])([CH3:13])[CH3:12])=[O:9])[O:3][CH2:4][CH:5]([OH:7])[CH3:6].[C:15]1(=[O:21])[O:20][C:18](=[O:19])[CH2:17][CH2:16]1.[Cl-].[NH4+].